Dataset: Forward reaction prediction with 1.9M reactions from USPTO patents (1976-2016). Task: Predict the product of the given reaction. (1) Given the reactants [OH:1][C:2]1[CH:3]=[C:4]2[C:9](=[CH:10][CH:11]=1)[O:8][C@H:7]([C:12]1[CH:17]=[CH:16][C:15]([OH:18])=[CH:14][CH:13]=1)[C@@H:6]1[CH2:19][CH2:20][C:21](=[O:23])[CH2:22][C@H:5]21.CC(C)([O-])C.[K+].[CH3:30][O:31][CH2:32]Cl.OC1C=CC([C@H:41]2[C@H]3C[C@@H](C(F)(F)F)C[C@H]3C3C=C(O)C=C[C:43]=3[O:42]2)=CC=1, predict the reaction product. The product is: [CH3:30][O:31][CH2:32][O:1][C:2]1[CH:3]=[C:4]2[C:9](=[CH:10][CH:11]=1)[O:8][CH:7]([C:12]1[CH:13]=[CH:14][C:15]([O:18][CH2:41][O:42][CH3:43])=[CH:16][CH:17]=1)[CH:6]1[CH2:19][CH2:20][C:21](=[O:23])[CH2:22][CH:5]21. (2) Given the reactants [Cl:1][C:2]1[CH:10]=[CH:9][C:8]([C:11]2[CH:16]=[CH:15][N:14]=[CH:13][CH:12]=2)=[CH:7][C:3]=1[C:4]([NH2:6])=[O:5].Cl, predict the reaction product. The product is: [Cl:1][C:2]1[CH:10]=[CH:9][C:8]([CH:11]2[CH2:16][CH2:15][NH:14][CH2:13][CH2:12]2)=[CH:7][C:3]=1[C:4]([NH2:6])=[O:5].